From a dataset of HIV replication inhibition screening data with 41,000+ compounds from the AIDS Antiviral Screen. Binary Classification. Given a drug SMILES string, predict its activity (active/inactive) in a high-throughput screening assay against a specified biological target. (1) The molecule is CCOC(=O)NC1CCc2cc(OC)c(OC)c(OC)c2-c2ccc(SC)c(=O)cc21. The result is 0 (inactive). (2) The drug is COc1ccc2c3c1OC1C4(OC)C=CC5(c6c(OC)ccc(O)c64)C(C2)N(C)CCC315. The result is 0 (inactive). (3) The compound is NC1CCCC2CCC(N)C12. The result is 0 (inactive). (4) The compound is Cc1cn(C(Cc2ccccc2)OCC[Se]c2ccccc2)c(=O)[nH]c1=O. The result is 0 (inactive). (5) The compound is O=C1OC(=O)C2C1C1(c3ccccc3)OC2(c2ccccc2)c2c(Br)c(Br)c(Br)c(Br)c21. The result is 0 (inactive). (6) The result is 0 (inactive). The drug is CC(=O)O.CCOC(=O)C(C(N)=O)=C(O)c1cnccn1.